From a dataset of Full USPTO retrosynthesis dataset with 1.9M reactions from patents (1976-2016). Predict the reactants needed to synthesize the given product. (1) Given the product [F:27][C:16]1[CH:17]=[C:18]([CH2:21][C:22]([F:24])([F:25])[F:23])[CH:19]=[CH:20][C:15]=1[OH:14], predict the reactants needed to synthesize it. The reactants are: [H-].[Al+3].[Li+].[H-].[H-].[H-].C([O:14][C:15]1[CH:20]=[CH:19][C:18]([CH:21](Cl)[C:22]([F:25])([F:24])[F:23])=[CH:17][C:16]=1[F:27])C1C=CC=CC=1.O.[OH-].[Na+]. (2) Given the product [N:26]1([CH2:25][CH2:24][O:23][C:20]2[CH:21]=[CH:22][C:17]([CH:16]3[C:6]4[C:7]5[CH:8]=[CH:9][C:10]([OH:15])=[CH:11][C:12]=5[CH:13]=[CH:14][C:5]=4[CH2:4][C:3]4[CH:2]=[CH:36][CH:35]=[CH:34][C:33]=4[O:32]3)=[CH:18][CH:19]=2)[CH2:31][CH2:30][CH2:29][CH2:28][CH2:27]1, predict the reactants needed to synthesize it. The reactants are: O[C:2]1[CH:36]=[CH:35][CH:34]=[CH:33][C:3]=1[CH2:4][C:5]1[C:6]([CH:16]([OH:32])[C:17]2[CH:22]=[CH:21][C:20]([O:23][CH2:24][CH2:25][N:26]3[CH2:31][CH2:30][CH2:29][CH2:28][CH2:27]3)=[CH:19][CH:18]=2)=[C:7]2[C:12](=[CH:13][CH:14]=1)[CH:11]=[C:10]([OH:15])[CH:9]=[CH:8]2.